Dataset: Drug-target binding data from BindingDB using Ki measurements. Task: Regression. Given a target protein amino acid sequence and a drug SMILES string, predict the binding affinity score between them. We predict pKi (pKi = -log10(Ki in M); higher means stronger inhibition). Dataset: bindingdb_ki. (1) The target protein (P52703) has sequence MAPLSQLSGHLNYTCGVENSTGASQARPHAYYALSYCALILAIVFGNGLVCMAVLKERALQTTTNYLVVSLAVADLLVATLVMPWVVYLEVTGGVWNFSRVCCDVFVTLDVMMCTASILNLCAISIDRYTAVVMPVHYQHGTGQSSCRRVTLMITAVWVLAFAVSCPLLFGFNTTGDPTVCSISNPDFVIYSSVVSFYLPFGVTVLVYARIYVVLKQRRRKRILTRQNSQCNSVRPGFPQQTLSPDRAHLELKRYYSICQDTALGGPGFQERGGELKREERTRNSLSPTIAPKLSLEVRKLSNGRLSTSLKLGPLQPRGVPLREKKATQMVAIVLGAFIVCWLPFFLTHVLNTHCQTCHVSPELYSATTWLGYVNSALNPVIYTTFNIEFRKAFLKILSC. The small molecule is C1=C(c2ccccc2)CCN(Cc2ccn(-c3ccccc3)c2)C1. The pKi is 7.8. (2) The small molecule is CCOC(=O)CCCOc1cc(NCc2ccc3nc(N)nc(N)c3c2)ccc1OC. The target protein (Q27793) has sequence MSLFKIRMPETVAEGTRLALRAFSLVVAVDEHGGIGDGRSIPWNVPEDMKFFRDLTTKLRGKNVKPSPAKRNAVVMGRKTWDSIPPKFRPLPGRLNVVLSSTLTTQHLLDGLPDEEKRNLHADSIVAVNGGLEQALRLLASPNYTPSIETVYCIGGGSVYAEALRPPCVHLLQAIYRTTIRASESSCSVFFRVPESGTEAAAGIEWQRETISEELTSANGNETKYYFEKLIPRNREEEQYLSLVDRIIREGNVKHDRTGVGTLSIFGAQMRFSLRNNRLPLLTTKRVFWRGVCEELLWFLRGETYAKKLSDKGVHIWDDNGSRAFLDSRGLTEYEEMDLGPVYGFQWRHFGAAYTHHDANYDGQGVDQIKAIVETLKTNPDDRRMLFTAWNPSALPRMALPPCHLLAQFYVSNGELSCMLYQRSCDMGLGVPFNIASYALLTILIAKATGLRPGELVHTLGDAHVYSNHVEPCNEQLKRVPRAFPYLVFRREREFLEDYE.... The pKi is 8.8. (3) The compound is COc1ccccc1N1CCN(CCCCn2ncc(=O)n(C)c2=O)CC1. The target protein (Q2KIG5) has sequence MEVLGLFRLEVSGPMVTVALSVVFLALLKWYSTSAFSRLEKLGIRHPKPSPFIGNLAFFRQGFWESHMELRKQYGPLSGYYLGRLMFIVISEPDMIEQVLVEKFSNFTNRMATGLEPKPVADSVLFLRDKRWEEVRSVLTVAFSPEKLSEMTPLISRACDVLLAHLERHAQSGEAFDIQRTYCCYTTDVVASVAFGTEVNSQEAPEHPFVEHCRRFFASSIPKPLLVLLLSFPSIMVPLARILPNKNRDELNGFFNKLIRNVIALRDQQAAEERRRDFLQMVQDVRHSAATVGVEKFDIVRQVFSATKCPANPPRRHSPRPLSKPLSVDEVVGQAFIFLIAGYEIVTNTLSFATYLLATNPECQEKLLEEVDCFSKEHLAPEYCSLQEGLPYLDMVIKETLRMYPPAFRFTRVAAQDCEVLGQRIPAGAVLETAVGALHYDPEHWPNPENFNPERFTAEAQQRRRPYTYLPFGAGPRSCLGVRLGLLELKLTLLHILRKF.... The pKi is 5.0. (4) The drug is CNCC[C@H](Oc1cccc2ccccc12)c1cccs1. The target protein (Q1LZD0) has sequence MPLEAQDAVYVALELALAALSVTGNVLVCAAVGTSSALQTPTNYFLVSLAAADVAVGLFAIPFAVTISLGFCTDFHSCLFLACFVLVLTQSSIFSLLAVAVDRYLAVRVPLRYKSLVTGARARGVIAALWVLAFGIGLTPFLGWNDRKIATNCTEPGDAATNVSCCLIRCLFENVVPMSYMVYFNFFGCVLPPLLIMLVIYVKIFLVACRQLQRTELMDHSRTVLQREIHAAKSLALIVGIFALCWLPVHTINCASLFQPTWAKVKPKWAINTAILLSHANSAVNPIVYAYRNRDFRYTFHKIISRYILCRTHILKSGEGQVGSQPTLQLGL. The pKi is 6.0. (5) The small molecule is O=C(CN1CCN(C(=O)c2ccco2)CC1)Nc1cc(C(F)(F)F)ccc1Cl. The target protein sequence is MCGNTMSVPLLTDAATVSGAERETAAVIFLHGLGDTGHSWADALSTIRLPHVKYICPHAPRIPVTLNMKMVMPSWFDLMGLSPDAQEDEAGIKKAAENIKALIEHEMKNGIPANRIVLGGFSQGGALSLYTALTCPHPLAGIVALSCWLPLHRAFPQAANGSAKDLAILQCHGELDPMVPVRFGALTAEKLRSVVTPARVQFKTYPGVMHSSCPQEMAAVKEFLEKLLPPV. The pKi is 5.0.